This data is from Reaction yield outcomes from USPTO patents with 853,638 reactions. The task is: Predict the reaction yield, written as a fraction of the theoretical maximum amount of product (1.0 means a 100% yield; for example, 0.34 means a 34% yield). (1) The reactants are Cl[C:2]1[CH:7]=[C:6]([C:8]2[CH:13]=[CH:12][CH:11]=[CH:10][CH:9]=2)[N:5]=[CH:4][N:3]=1.[CH3:14][C:15]1[CH:20]=[CH:19][CH:18]=[C:17]([CH3:21])[C:16]=1B(O)O.C(=O)([O-])[O-].[Na+].[Na+].CN(C)C=O. The catalyst is C1C=CC(P(C2C=CC=CC=2)C2C=CC=CC=2)=CC=1.C1C=CC(P(C2C=CC=CC=2)C2C=CC=CC=2)=CC=1.Cl[Pd]Cl.O. The product is [C:8]1([C:6]2[CH:7]=[C:2]([C:16]3[C:15]([CH3:14])=[CH:20][CH:19]=[CH:18][C:17]=3[CH3:21])[N:3]=[CH:4][N:5]=2)[CH:9]=[CH:10][CH:11]=[CH:12][CH:13]=1. The yield is 0.230. (2) The reactants are Br[C:2]1[CH:7]=[CH:6][CH:5]=[CH:4][CH:3]=1.[CH2:8]([N:15]1[CH2:20][CH2:19][NH:18][C:17](=[O:21])[CH2:16]1)[C:9]1[CH:14]=[CH:13][CH:12]=[CH:11][CH:10]=1.C(=O)([O-])[O-].[K+].[K+]. The catalyst is [Cu]I. The product is [CH2:8]([N:15]1[CH2:20][CH2:19][N:18]([C:2]2[CH:7]=[CH:6][CH:5]=[CH:4][CH:3]=2)[C:17](=[O:21])[CH2:16]1)[C:9]1[CH:10]=[CH:11][CH:12]=[CH:13][CH:14]=1. The yield is 0.500.